The task is: Predict the reaction yield, written as a fraction of the theoretical maximum amount of product (1.0 means a 100% yield; for example, 0.34 means a 34% yield).. This data is from Reaction yield outcomes from USPTO patents with 853,638 reactions. (1) The reactants are [Cl:1][C:2]1[CH:7]=[CH:6][C:5]([C:8](=[NH:20])[NH:9][C:10]2[CH:15]=[CH:14][C:13]([S:16]([CH3:19])(=[O:18])=[O:17])=[CH:12][CH:11]=2)=[CH:4][CH:3]=1.[C:21](=[O:24])(O)[O-].[Na+].[CH3:26][O:27][C:28]1[CH:37]=[CH:36][C:31]([C:32](=O)[CH2:33]Br)=[CH:30][CH:29]=1. The catalyst is C(O)(C)C. The product is [Cl:1][C:2]1[CH:3]=[CH:4][C:5]([C:8]2[N:9]([C:10]3[CH:15]=[CH:14][C:13]([S:16]([CH3:19])(=[O:17])=[O:18])=[CH:12][CH:11]=3)[CH2:33][C:32]([C:2]3[CH:7]=[CH:6][C:5]([O:24][CH3:21])=[CH:4][CH:3]=3)([C:31]3[CH:36]=[CH:37][C:28]([O:27][CH3:26])=[CH:29][CH:30]=3)[N:20]=2)=[CH:6][CH:7]=1. The yield is 0.710. (2) The product is [CH2:1]([C@H:8]1[CH2:13][CH2:12][O:11][C:10](=[O:14])[N:9]1[C:15](=[O:30])[C@@H:16]([C@H:21]([O:22][Si:45]([C:48]([CH3:51])([CH3:50])[CH3:49])([CH3:47])[CH3:46])[C:23]1[CH:24]=[N:25][C:26]([Cl:29])=[CH:27][CH:28]=1)[CH2:17][CH2:18][C:19]#[CH:20])[C:2]1[CH:3]=[CH:4][CH:5]=[CH:6][CH:7]=1. The yield is 0.970. The catalyst is ClCCl. The reactants are [CH2:1]([C@H:8]1[CH2:13][CH2:12][O:11][C:10](=[O:14])[N:9]1[C:15](=[O:30])[C@@H:16]([C@@H:21]([C:23]1[CH:24]=[N:25][C:26]([Cl:29])=[CH:27][CH:28]=1)[OH:22])[CH2:17][CH2:18][C:19]#[CH:20])[C:2]1[CH:7]=[CH:6][CH:5]=[CH:4][CH:3]=1.N1C(C)=CC=CC=1C.FC(F)(F)S(O[Si:45]([C:48]([CH3:51])([CH3:50])[CH3:49])([CH3:47])[CH3:46])(=O)=O. (3) The reactants are [CH2:1]([S:3][C:4]1[NH:9][C:8](=[O:10])[N:7]([CH:11]([CH3:13])[CH3:12])[C:6](=[O:14])[N:5]=1)[CH3:2].C(=O)([O-])[O-].[K+].[K+].C(#N)C.[F:24][C:25]1[CH:32]=[CH:31][C:28]([CH2:29]Br)=[CH:27][CH:26]=1. The catalyst is O. The product is [CH2:1]([S:3][C:4]1[N:9]([CH2:29][C:28]2[CH:31]=[CH:32][C:25]([F:24])=[CH:26][CH:27]=2)[C:8](=[O:10])[N:7]([CH:11]([CH3:13])[CH3:12])[C:6](=[O:14])[N:5]=1)[CH3:2]. The yield is 0.970. (4) The reactants are [O:1]=[C:2]1[C:11]2[C:6](=[CH:7][CH:8]=[CH:9][CH:10]=2)[NH:5][CH2:4][CH2:3]1.[CH2:12]([O:19][C:20](Cl)=[O:21])[C:13]1[CH:18]=[CH:17][CH:16]=[CH:15][CH:14]=1.O.C(=O)([O-])[O-].[K+].[K+]. The catalyst is O1CCCC1.C(OCC)(=O)C. The product is [CH2:12]([O:19][C:20]([N:5]1[C:6]2[C:11](=[CH:10][CH:9]=[CH:8][CH:7]=2)[C:2](=[O:1])[CH2:3][CH2:4]1)=[O:21])[C:13]1[CH:18]=[CH:17][CH:16]=[CH:15][CH:14]=1. The yield is 0.930. (5) The catalyst is CN(C=O)C.O. The product is [CH2:1]([O:8][C:9](=[O:17])[N:10]([CH2:22][CH:21]=[CH2:20])[C@H:11]([CH3:16])[CH2:12][CH2:13][CH:14]=[CH2:15])[C:2]1[CH:7]=[CH:6][CH:5]=[CH:4][CH:3]=1. The reactants are [CH2:1]([O:8][C:9](=[O:17])[NH:10][C@H:11]([CH3:16])[CH2:12][CH2:13][CH:14]=[CH2:15])[C:2]1[CH:7]=[CH:6][CH:5]=[CH:4][CH:3]=1.[H-].[Na+].[CH2:20](Br)[CH:21]=[CH2:22].Cl. The yield is 0.950. (6) The reactants are [C:1]([NH:4][NH:5][C:6](=O)[CH2:7][C@@:8]1([C:24]2[CH:29]=[CH:28][CH:27]=[CH:26][CH:25]=2)[O:13][C:12](=[O:14])[N:11]([C@H:15]([C:17]2[CH:22]=[CH:21][C:20]([Br:23])=[CH:19][CH:18]=2)[CH3:16])[CH2:10][CH2:9]1)(=O)[CH3:2].COC1C=CC(P2(SP(C3C=CC(OC)=CC=3)(=S)S2)=[S:40])=CC=1. The catalyst is C1COCC1. The product is [Br:23][C:20]1[CH:21]=[CH:22][C:17]([C@@H:15]([N:11]2[CH2:10][CH2:9][C@:8]([CH2:7][C:6]3[S:40][C:1]([CH3:2])=[N:4][N:5]=3)([C:24]3[CH:29]=[CH:28][CH:27]=[CH:26][CH:25]=3)[O:13][C:12]2=[O:14])[CH3:16])=[CH:18][CH:19]=1. The yield is 0.200. (7) The reactants are [CH:1]([C:3]1[S:7][CH:6]=[C:5]([C:8]2[CH:9]=[C:10]3[C:14](=[C:15]([C:17]([NH2:19])=[O:18])[CH:16]=2)[NH:13][CH:12]=[C:11]3[CH:20]2[CH2:25][CH2:24][N:23]([S:26]([CH:29]([CH3:31])[CH3:30])(=[O:28])=[O:27])[CH2:22][CH2:21]2)[CH:4]=1)=O.[NH:32]1[CH2:36][CH2:35][CH2:34][C@@H:33]1[CH2:37][OH:38].C(O[BH-](OC(=O)C)OC(=O)C)(=O)C.[Na+]. The catalyst is CS(C)=O.C(O)(=O)C. The product is [OH:38][CH2:37][C@H:33]1[CH2:34][CH2:35][CH2:36][N:32]1[CH2:1][C:3]1[S:7][CH:6]=[C:5]([C:8]2[CH:9]=[C:10]3[C:14](=[C:15]([C:17]([NH2:19])=[O:18])[CH:16]=2)[NH:13][CH:12]=[C:11]3[CH:20]2[CH2:21][CH2:22][N:23]([S:26]([CH:29]([CH3:31])[CH3:30])(=[O:28])=[O:27])[CH2:24][CH2:25]2)[CH:4]=1. The yield is 0.697. (8) The reactants are Cl[C:2]1[N:7]=[C:6]([NH:8][CH:9]2[CH2:17][CH:16]3[N:12]([CH2:13][CH2:14][CH2:15]3)[C:11]([CH3:19])([CH3:18])[CH2:10]2)[C:5]([F:20])=[CH:4][N:3]=1.[NH2:21][C:22]1[CH:23]=[CH:24][C:25]([O:35][CH:36]2[CH2:41][CH2:40][O:39][CH2:38][CH2:37]2)=[C:26]([N:28]2[C:32](=[O:33])[N:31]([CH3:34])[N:30]=[N:29]2)[CH:27]=1. The catalyst is CC(O)C. The product is [NH3:3].[CH3:32][OH:33].[F:20][C:5]1[C:6]([NH:8][CH:9]2[CH2:17][CH:16]3[N:12]([CH2:13][CH2:14][CH2:15]3)[C:11]([CH3:19])([CH3:18])[CH2:10]2)=[N:7][C:2]([NH:21][C:22]2[CH:23]=[CH:24][C:25]([O:35][CH:36]3[CH2:41][CH2:40][O:39][CH2:38][CH2:37]3)=[C:26]([N:28]3[C:32](=[O:33])[N:31]([CH3:34])[N:30]=[N:29]3)[CH:27]=2)=[N:3][CH:4]=1. The yield is 0.0100. (9) The reactants are F[C:2]1[CH:9]=[CH:8][C:5]([CH:6]=[O:7])=[C:4]([N+:10]([O-:12])=[O:11])[CH:3]=1.O[CH:14]([N:16]1[CH2:21][CH2:20][NH:19][CH2:18][CH2:17]1)[CH3:15].CS(C)=[O:24]. The catalyst is O. The product is [OH:24][CH2:15][CH2:14][N:16]1[CH2:21][CH2:20][N:19]([C:2]2[CH:9]=[CH:8][C:5]([CH:6]=[O:7])=[C:4]([N+:10]([O-:12])=[O:11])[CH:3]=2)[CH2:18][CH2:17]1. The yield is 1.00. (10) The reactants are [OH:1][C:2]([C:11]1[CH:20]=[CH:19][C:18]2[C:17]([NH2:21])=[C:16]([C:22]([C:28]([F:31])([F:30])[F:29])([OH:27])[C:23]([F:26])([F:25])[F:24])[CH:15]=[CH:14][C:13]=2[C:12]=1[NH2:32])([C:7]([F:10])([F:9])[F:8])[C:3]([F:6])([F:5])[F:4].N1C=C[CH:36]=[CH:35][CH:34]=1.[O:39]1[CH2:43][CH2:42][CH2:41][CH2:40]1.[C:44](Cl)(=[O:51])[C:45]1[CH:50]=[CH:49][CH:48]=[CH:47][CH:46]=1. The catalyst is O. The product is [OH:27][C:22]([C:16]1[CH:15]=[CH:14][C:13]2[C:18](=[CH:19][CH:20]=[C:11]([C:2]([C:3]([F:6])([F:5])[F:4])([OH:1])[C:7]([F:10])([F:9])[F:8])[C:12]=2[NH:32][C:43](=[O:39])[C:42]2[CH:36]=[CH:35][CH:34]=[CH:40][CH:41]=2)[C:17]=1[NH:21][C:44](=[O:51])[C:45]1[CH:50]=[CH:49][CH:48]=[CH:47][CH:46]=1)([C:28]([F:29])([F:30])[F:31])[C:23]([F:25])([F:26])[F:24]. The yield is 0.290.